Dataset: Full USPTO retrosynthesis dataset with 1.9M reactions from patents (1976-2016). Task: Predict the reactants needed to synthesize the given product. (1) Given the product [OH:86][C:73]1[C:72]([C:63]([C:66]2[CH:67]=[CH:68][CH:69]=[CH:70][CH:71]=2)([CH3:65])[CH3:64])=[CH:77][C:76]([C:78]([CH2:81][C:82]([CH3:85])([CH3:84])[CH3:83])([CH3:80])[CH3:79])=[CH:75][C:74]=1[N:59]=[N:58][C:55]1[CH:56]=[CH:57][C:52]([C:46]2[CH:47]=[CH:48][CH:49]=[CH:50][CH:51]=2)=[CH:53][C:54]=1[N+:60]([O-:62])=[O:61], predict the reactants needed to synthesize it. The reactants are: OC1C(C2C=CC=CC=2)=CC(C(CC(C)(C)C)(C)C)=CC=1N=NC1C=CC(C2C=CC=CC=2)=CC=1[N+]([O-])=O.[OH-].[Na+].S([O-])(O)(=O)=O.[C:46]1([C:52]2[CH:57]=[CH:56][C:55]([N+:58]#[N:59])=[C:54]([N+:60]([O-:62])=[O:61])[CH:53]=2)[CH:51]=[CH:50][CH:49]=[CH:48][CH:47]=1.[C:63]([C:72]1[CH:77]=[C:76]([C:78]([CH2:81][C:82]([CH3:85])([CH3:84])[CH3:83])([CH3:80])[CH3:79])[CH:75]=[CH:74][C:73]=1[OH:86])([C:66]1[CH:71]=[CH:70][CH:69]=[CH:68][CH:67]=1)([CH3:65])[CH3:64]. (2) Given the product [C:13]([C:2]1[CH:3]=[CH:4][C:5]([C:8]([O:10][CH3:11])=[O:9])=[N:6][CH:7]=1)#[N:14], predict the reactants needed to synthesize it. The reactants are: Br[C:2]1[CH:3]=[CH:4][C:5]([C:8]([O:10][CH3:11])=[O:9])=[N:6][CH:7]=1.[Cu][C:13]#[N:14]. (3) Given the product [CH:17]1[CH:16]=[CH:15][C:14]([N:7]([C:1]2[CH:2]=[CH:3][C:4]([Br:20])=[CH:5][CH:6]=2)[C:8]2[CH:13]=[CH:12][CH:11]=[CH:10][CH:9]=2)=[CH:19][CH:18]=1, predict the reactants needed to synthesize it. The reactants are: [C:1]1([N:7]([C:14]2[CH:19]=[CH:18][CH:17]=[CH:16][CH:15]=2)[C:8]2[CH:13]=[CH:12][CH:11]=[CH:10][CH:9]=2)[CH:6]=[CH:5][CH:4]=[CH:3][CH:2]=1.[Br:20]N1C(=O)CCC1=O.